Predict the reaction yield, written as a fraction of the theoretical maximum amount of product (1.0 means a 100% yield; for example, 0.34 means a 34% yield). From a dataset of Reaction yield outcomes from USPTO patents with 853,638 reactions. (1) The reactants are Br[C:2]1[CH:7]=[CH:6][C:5]([Br:8])=[CH:4][N:3]=1.[CH2:9]([O:12][CH3:13])[C:10]#[CH:11]. The catalyst is C(N(CC)CC)C.[Cu](I)I.C1C=CC(P(C2C=CC=CC=2)C2C=CC=CC=2)=CC=1.C1C=CC(P(C2C=CC=CC=2)C2C=CC=CC=2)=CC=1.Cl[Pd]Cl. The product is [Br:8][C:5]1[CH:6]=[CH:7][C:2]([C:11]#[C:10][CH2:9][O:12][CH3:13])=[N:3][CH:4]=1. The yield is 0.790. (2) The reactants are [CH3:1][C:2]1[N:7]=[C:6]([S:8][CH2:9][C:10]2[CH:15]=[CH:14][N:13]=[CH:12][CH:11]=2)[N:5]=[C:4]([OH:16])[CH:3]=1.[ClH:17].O1CCOCC1. The catalyst is CO. The product is [ClH:17].[CH3:1][C:2]1[N:7]=[C:6]([S:8][CH2:9][C:10]2[CH:11]=[CH:12][N:13]=[CH:14][CH:15]=2)[N:5]=[C:4]([OH:16])[CH:3]=1. The yield is 0.940. (3) The reactants are B(Br)(Br)Br.[Cl:5][C:6]1[CH:11]=[CH:10][C:9]([CH2:12][C:13]#[N:14])=[CH:8][C:7]=1[O:15]C.O. The catalyst is ClCCl. The product is [Cl:5][C:6]1[CH:11]=[CH:10][C:9]([CH2:12][C:13]#[N:14])=[CH:8][C:7]=1[OH:15]. The yield is 0.850.